From a dataset of NCI-60 drug combinations with 297,098 pairs across 59 cell lines. Regression. Given two drug SMILES strings and cell line genomic features, predict the synergy score measuring deviation from expected non-interaction effect. (1) Cell line: SK-MEL-28. Drug 1: CC1=C(N=C(N=C1N)C(CC(=O)N)NCC(C(=O)N)N)C(=O)NC(C(C2=CN=CN2)OC3C(C(C(C(O3)CO)O)O)OC4C(C(C(C(O4)CO)O)OC(=O)N)O)C(=O)NC(C)C(C(C)C(=O)NC(C(C)O)C(=O)NCCC5=NC(=CS5)C6=NC(=CS6)C(=O)NCCC[S+](C)C)O. Synergy scores: CSS=56.8, Synergy_ZIP=-1.82, Synergy_Bliss=0.341, Synergy_Loewe=-11.4, Synergy_HSA=1.65. Drug 2: CC1C(C(CC(O1)OC2CC(CC3=C2C(=C4C(=C3O)C(=O)C5=CC=CC=C5C4=O)O)(C(=O)C)O)N)O. (2) Drug 1: CS(=O)(=O)C1=CC(=C(C=C1)C(=O)NC2=CC(=C(C=C2)Cl)C3=CC=CC=N3)Cl. Drug 2: C1C(C(OC1N2C=NC3=C(N=C(N=C32)Cl)N)CO)O. Cell line: EKVX. Synergy scores: CSS=4.36, Synergy_ZIP=0.0281, Synergy_Bliss=0.510, Synergy_Loewe=-2.67, Synergy_HSA=-2.96. (3) Cell line: SNB-19. Synergy scores: CSS=-1.59, Synergy_ZIP=17.0, Synergy_Bliss=21.7, Synergy_Loewe=13.7, Synergy_HSA=15.6. Drug 2: CC1=C(C(CCC1)(C)C)C=CC(=CC=CC(=CC(=O)O)C)C. Drug 1: CC1C(C(=O)NC(C(=O)N2CCCC2C(=O)N(CC(=O)N(C(C(=O)O1)C(C)C)C)C)C(C)C)NC(=O)C3=C4C(=C(C=C3)C)OC5=C(C(=O)C(=C(C5=N4)C(=O)NC6C(OC(=O)C(N(C(=O)CN(C(=O)C7CCCN7C(=O)C(NC6=O)C(C)C)C)C)C(C)C)C)N)C. (4) Drug 1: C1=NC2=C(N1)C(=S)N=C(N2)N. Drug 2: CC1C(C(CC(O1)OC2CC(CC3=C2C(=C4C(=C3O)C(=O)C5=C(C4=O)C(=CC=C5)OC)O)(C(=O)CO)O)N)O.Cl. Cell line: SK-MEL-2. Synergy scores: CSS=69.3, Synergy_ZIP=2.48, Synergy_Bliss=3.02, Synergy_Loewe=1.93, Synergy_HSA=3.94.